This data is from Reaction yield outcomes from USPTO patents with 853,638 reactions. The task is: Predict the reaction yield, written as a fraction of the theoretical maximum amount of product (1.0 means a 100% yield; for example, 0.34 means a 34% yield). (1) The reactants are [NH:1]1[CH2:5][CH2:4][CH2:3][CH2:2]1.Cl[C:7]1[N:12]=[CH:11][C:10]([C:13]2[CH:31]=[N:30][C:16]3[NH:17][CH2:18][CH2:19][N:20]([CH2:21][C:22]4[CH:27]=[C:26]([Cl:28])[CH:25]=[CH:24][C:23]=4[Cl:29])[C:15]=3[CH:14]=2)=[CH:9][CH:8]=1. No catalyst specified. The product is [Cl:29][C:23]1[CH:24]=[CH:25][C:26]([Cl:28])=[CH:27][C:22]=1[CH2:21][N:20]1[CH2:19][CH2:18][NH:17][C:16]2[N:30]=[CH:31][C:13]([C:10]3[CH:11]=[N:12][C:7]([N:1]4[CH2:5][CH2:4][CH2:3][CH2:2]4)=[CH:8][CH:9]=3)=[CH:14][C:15]1=2. The yield is 0.360. (2) The reactants are [CH2:1]([O:8][C:9]([N:11]1[CH2:14][CH:13]([C:15]([OH:17])=O)[CH2:12]1)=[O:10])[C:2]1[CH:7]=[CH:6][CH:5]=[CH:4][CH:3]=1.O=S(Cl)Cl.[CH:22]1([N:26]2[CH2:31][CH2:30][NH:29][CH2:28][CH2:27]2)[CH2:25][CH2:24][CH2:23]1.CCN(C(C)C)C(C)C. The catalyst is ClCCl. The product is [CH:22]1([N:26]2[CH2:31][CH2:30][N:29]([C:15]([CH:13]3[CH2:12][N:11]([C:9]([O:8][CH2:1][C:2]4[CH:3]=[CH:4][CH:5]=[CH:6][CH:7]=4)=[O:10])[CH2:14]3)=[O:17])[CH2:28][CH2:27]2)[CH2:25][CH2:24][CH2:23]1. The yield is 0.340. (3) The reactants are C[O:2][C:3]([C:5]1[CH:6]=[CH:7][CH:8]=[C:9]2[C:14]=1[N:13]=[CH:12][N:11]=[C:10]2[NH:15][CH2:16][C:17]1[CH:22]=[CH:21][CH:20]=[C:19]([NH:23][C:24]([C:26]2[CH:31]=[CH:30][N:29]=[C:28]([Cl:32])[CH:27]=2)=[O:25])[CH:18]=1)=O.C1COCC1.CC(O)C.[OH-].[NH4+:43]. The catalyst is O. The product is [Cl:32][C:28]1[CH:27]=[C:26]([C:24]([NH:23][C:19]2[CH:18]=[C:17]([CH:22]=[CH:21][CH:20]=2)[CH2:16][NH:15][C:10]2[C:9]3[C:14](=[C:5]([C:3]([NH2:43])=[O:2])[CH:6]=[CH:7][CH:8]=3)[N:13]=[CH:12][N:11]=2)=[O:25])[CH:31]=[CH:30][N:29]=1. The yield is 0.550. (4) The product is [C:13]1([C:19]2[C:20]([OH:21])=[N:12][C:9]3[N:10]([N:11]=[C:7]([C:2]4[CH:3]=[CH:4][CH:5]=[CH:6][N:1]=4)[N:8]=3)[C:25]=2[OH:26])[CH:18]=[CH:17][CH:16]=[CH:15][CH:14]=1. The catalyst is O. The reactants are [N:1]1[CH:6]=[CH:5][CH:4]=[CH:3][C:2]=1[C:7]1[NH:8][C:9]([NH2:12])=[N:10][N:11]=1.[C:13]1([CH:19]([C:25](OCC)=[O:26])[C:20](OCC)=[O:21])[CH:18]=[CH:17][CH:16]=[CH:15][CH:14]=1.C(N(CCCC)CCCC)CCC. The yield is 0.450. (5) The reactants are [Cl:1][C:2]1[CH:7]=[CH:6][C:5]([NH:8][C:9](=[O:18])[C:10]2[CH:15]=[CH:14][C:13]([CH2:16]Cl)=[CH:12][CH:11]=2)=[C:4]([N:19]2[CH2:24][CH2:23][N:22]([CH2:25][CH2:26][C:27]([F:30])([F:29])[F:28])[CH2:21][CH2:20]2)[CH:3]=1.[CH3:31][CH2:32][N:33](C(C)C)[CH:34](C)[CH3:35].C(NCC)C. The catalyst is CN(C=O)C. The product is [Cl:1][C:2]1[CH:7]=[CH:6][C:5]([NH:8][C:9](=[O:18])[C:10]2[CH:11]=[CH:12][C:13]([CH2:16][N:33]([CH2:34][CH3:35])[CH2:32][CH3:31])=[CH:14][CH:15]=2)=[C:4]([N:19]2[CH2:20][CH2:21][N:22]([CH2:25][CH2:26][C:27]([F:30])([F:29])[F:28])[CH2:23][CH2:24]2)[CH:3]=1. The yield is 0.800. (6) The reactants are [CH2:1]([O:5][C:6]1[CH:11]=[CH:10][C:9]([CH2:12][C@H:13]([NH:18][C:19]([C@@H:21](/[CH:31]=[CH:32]/[CH2:33][CH2:34][CH2:35][CH2:36][CH2:37][CH2:38][C:39](=[O:47])[CH2:40][CH2:41][CH2:42][CH2:43][CH2:44][CH2:45][CH3:46])[C@@:22]([OH:30])([CH2:26][CH2:27][O:28][CH3:29])[C:23]([OH:25])=[O:24])=[O:20])[C:14]([O:16]C)=[O:15])=[CH:8][CH:7]=1)[C:2]#[C:3][CH3:4].[Li+].[OH-]. The catalyst is CO. The product is [CH2:1]([O:5][C:6]1[CH:11]=[CH:10][C:9]([CH2:12][C@H:13]([NH:18][C:19]([C@@H:21](/[CH:31]=[CH:32]/[CH2:33][CH2:34][CH2:35][CH2:36][CH2:37][CH2:38][C:39](=[O:47])[CH2:40][CH2:41][CH2:42][CH2:43][CH2:44][CH2:45][CH3:46])[C@@:22]([OH:30])([CH2:26][CH2:27][O:28][CH3:29])[C:23]([OH:25])=[O:24])=[O:20])[C:14]([OH:16])=[O:15])=[CH:8][CH:7]=1)[C:2]#[C:3][CH3:4]. The yield is 0.490. (7) The reactants are Cl.[CH3:2][C:3]1[C:11]2[C:6](=[CH:7][CH:8]=[CH:9][CH:10]=2)[NH:5][C:4]=1[C:12]1[CH:13]=[N:14][CH:15]=[CH:16][CH:17]=1.C[Si]([N-][Si](C)(C)C)(C)C.[K+].Br[CH2:29][C:30]1[CH:34]=[C:33]([CH3:35])[O:32][N:31]=1. The catalyst is C1COCC1. The product is [NH4+:5].[OH-:32].[CH3:2][C:3]1[C:11]2[C:6](=[CH:7][CH:8]=[CH:9][CH:10]=2)[N:5]([CH2:29][C:30]2[CH:34]=[C:33]([CH3:35])[O:32][N:31]=2)[C:4]=1[C:12]1[CH:13]=[N:14][CH:15]=[CH:16][CH:17]=1. The yield is 0.00100. (8) The reactants are Br[C:2]1(Br)[C:10]2[C:9]([Cl:11])=[N:8][CH:7]=[N:6][C:5]=2[NH:4][C:3]1=[O:12].[Cl-].[NH4+].CO.C(Cl)Cl. The catalyst is C1COCC1.[Zn]. The product is [Cl:11][C:9]1[C:10]2[CH2:2][C:3](=[O:12])[NH:4][C:5]=2[N:6]=[CH:7][N:8]=1. The yield is 0.590. (9) The reactants are [CH2:1]([O:8][C:9]1[CH:18]=[C:17]2[C:12]([C:13](Cl)=[CH:14][CH:15]=[N:16]2)=[CH:11][C:10]=1[C:20]#[N:21])[C:2]1[CH:7]=[CH:6][CH:5]=[CH:4][CH:3]=1.[N+:22]([C:25]1[CH:30]=[CH:29][C:28]([OH:31])=[CH:27][CH:26]=1)([O-:24])=[O:23].N1C(C)=CC=CC=1C.[Na]. The catalyst is O1CCCC1. The yield is 0.526. The product is [CH2:1]([O:8][C:9]1[CH:18]=[C:17]2[C:12]([C:13]([O:31][C:28]3[CH:29]=[CH:30][C:25]([N+:22]([O-:24])=[O:23])=[CH:26][CH:27]=3)=[CH:14][CH:15]=[N:16]2)=[CH:11][C:10]=1[C:20]#[N:21])[C:2]1[CH:7]=[CH:6][CH:5]=[CH:4][CH:3]=1.